Dataset: Forward reaction prediction with 1.9M reactions from USPTO patents (1976-2016). Task: Predict the product of the given reaction. Given the reactants [CH3:1][S:2][C:3]1[CH:8]=[C:7]([Sn](CCCC)(CCCC)CCCC)[N:6]=[CH:5][N:4]=1.[Cl:22][C:23]1[C:28](Cl)=[N:27][CH:26]=[CH:25][N:24]=1.C1(P(C2C=CC=CC=2)C2C=CC=CC=2)C=CC=CC=1, predict the reaction product. The product is: [Cl:22][C:23]1[C:28]([C:7]2[CH:8]=[C:3]([S:2][CH3:1])[N:4]=[CH:5][N:6]=2)=[N:27][CH:26]=[CH:25][N:24]=1.